Predict the product of the given reaction. From a dataset of Forward reaction prediction with 1.9M reactions from USPTO patents (1976-2016). (1) Given the reactants [Cl:1][C:2]1[C:7]([CH:8]=O)=[C:6](Cl)[CH:5]=[CH:4][N:3]=1.O.[NH2:12][NH2:13], predict the reaction product. The product is: [Cl:1][C:2]1[C:7]2[CH:8]=[N:12][NH:13][C:6]=2[CH:5]=[CH:4][N:3]=1. (2) Given the reactants [Cl:1][C:2]1[C:7]([S:8]([NH2:11])(=[O:10])=[O:9])=[C:6]([OH:12])[C:5]([N+:13]([O-])=O)=[CH:4][CH:3]=1, predict the reaction product. The product is: [NH2:13][C:5]1[C:6]([OH:12])=[C:7]([S:8]([NH2:11])(=[O:10])=[O:9])[C:2]([Cl:1])=[CH:3][CH:4]=1. (3) Given the reactants Br[C:2]1[CH:9]=[CH:8][C:5]([C:6]#[N:7])=[C:4]([F:10])[CH:3]=1.[C:11]1([CH2:17][O:18][C:19]([NH:21][CH2:22][CH:23]=[CH2:24])=[O:20])[CH:16]=[CH:15][CH:14]=[CH:13][CH:12]=1.C12CCCC(CCC1)B12[H]B2(C3CCCC2CCC3)[H]1.[OH-].[Na+], predict the reaction product. The product is: [C:6]([C:5]1[CH:8]=[CH:9][C:2]([CH2:24][CH2:23][CH2:22][NH:21][C:19]([O:18][CH2:17][C:11]2[CH:12]=[CH:13][CH:14]=[CH:15][CH:16]=2)=[O:20])=[CH:3][C:4]=1[F:10])#[N:7]. (4) Given the reactants [F:1][C:2]([F:37])([F:36])[C:3]1[CH:35]=[CH:34][C:6]2[NH:7][C:8]([C:10]3[CH:11]=[CH:12][C:13]([N:16]4[CH2:21][CH2:20][CH:19]([O:22][C@H:23]5[CH2:28][CH2:27][C@H:26]([C:29]([O:31]CC)=[O:30])[CH2:25][CH2:24]5)[CH2:18][CH2:17]4)=[N:14][CH:15]=3)=[N:9][C:5]=2[CH:4]=1.O.[OH-].[Li+], predict the reaction product. The product is: [F:37][C:2]([F:1])([F:36])[C:3]1[CH:35]=[CH:34][C:6]2[NH:7][C:8]([C:10]3[CH:11]=[CH:12][C:13]([N:16]4[CH2:21][CH2:20][CH:19]([O:22][C@H:23]5[CH2:24][CH2:25][C@H:26]([C:29]([OH:31])=[O:30])[CH2:27][CH2:28]5)[CH2:18][CH2:17]4)=[N:14][CH:15]=3)=[N:9][C:5]=2[CH:4]=1. (5) The product is: [F:14][C:3]([F:13])([F:2])[C:4]1[N:9]=[CH:8][C:7]([C@H:10]([NH:12][C:15](=[O:16])[O:17][C:18]([CH3:21])([CH3:20])[CH3:19])[CH3:11])=[CH:6][CH:5]=1. Given the reactants Cl.[F:2][C:3]([F:14])([F:13])[C:4]1[N:9]=[CH:8][C:7]([C@H:10]([NH2:12])[CH3:11])=[CH:6][CH:5]=1.[C:15](O[C:15]([O:17][C:18]([CH3:21])([CH3:20])[CH3:19])=[O:16])([O:17][C:18]([CH3:21])([CH3:20])[CH3:19])=[O:16].C(N(CC)CC)C.[Cl-].[NH4+], predict the reaction product. (6) Given the reactants CC(OI1(OC(C)=O)(OC(C)=O)OC(=O)C2C=CC=CC1=2)=O.[CH2:23]([N:25]1[C:29]2=[N:30][C:31]([CH2:57][CH3:58])=[C:32]([CH2:41][NH:42][C:43](=[O:56])[C:44]3[CH:49]=[CH:48][C:47]([CH2:50][CH2:51][CH2:52][CH2:53][CH2:54][OH:55])=[CH:46][CH:45]=3)[C:33]([NH:34][CH:35]3[CH2:40][CH2:39][O:38][CH2:37][CH2:36]3)=[C:28]2[CH:27]=[N:26]1)[CH3:24], predict the reaction product. The product is: [CH2:23]([N:25]1[C:29]2=[N:30][C:31]([CH2:57][CH3:58])=[C:32]([CH2:41][NH:42][C:43](=[O:56])[C:44]3[CH:45]=[CH:46][C:47]([CH2:50][CH2:51][CH2:52][CH2:53][CH:54]=[O:55])=[CH:48][CH:49]=3)[C:33]([NH:34][CH:35]3[CH2:40][CH2:39][O:38][CH2:37][CH2:36]3)=[C:28]2[CH:27]=[N:26]1)[CH3:24]. (7) Given the reactants [CH:1]1([Mg]Br)[CH2:3][CH2:2]1.[CH2:6]([O:8][C:9](=[O:25])[C:10]1[CH:22]=[C:21]([CH:23]=[O:24])[CH:20]=[C:12]([C:13]([N:15]([CH3:19])[CH2:16][CH2:17][CH3:18])=[O:14])[CH:11]=1)[CH3:7], predict the reaction product. The product is: [CH2:6]([O:8][C:9](=[O:25])[C:10]1[CH:22]=[C:21]([CH:23]([CH:1]2[CH2:3][CH2:2]2)[OH:24])[CH:20]=[C:12]([C:13]([N:15]([CH3:19])[CH2:16][CH2:17][CH3:18])=[O:14])[CH:11]=1)[CH3:7]. (8) The product is: [F:1][C:2]1[C:7]([I:8])=[CH:6][C:5]([C:9]([C:10](=[CH:19][NH:31][C@@H:32]([C:35]([CH3:38])([CH3:37])[CH3:36])[CH2:33][OH:34])[C:11]([O:13][CH2:14][CH3:15])=[O:12])=[O:16])=[C:4]([O:17][CH3:18])[CH:3]=1. Given the reactants [F:1][C:2]1[C:7]([I:8])=[CH:6][C:5]([C:9](=[O:16])[CH2:10][C:11]([O:13][CH2:14][CH3:15])=[O:12])=[C:4]([O:17][CH3:18])[CH:3]=1.[CH3:19]OC(OC)N(C)C.C(O)(=O)C.[NH2:31][C@@H:32]([C:35]([CH3:38])([CH3:37])[CH3:36])[CH2:33][OH:34], predict the reaction product. (9) Given the reactants [NH2:1][C:2]1[N:31]=[C:5]2[N:6]([C:21]3[CH:26]=[CH:25][CH:24]=[C:23]([C:27]([F:30])([F:29])[F:28])[CH:22]=3)[C:7]([CH3:20])=[C:8]([C:18]#[N:19])[C@@H:9]([C:10]3[CH:15]=[CH:14][C:13]([C:16]#[N:17])=[CH:12][CH:11]=3)[N:4]2[N:3]=1.N1C=CC=CC=1.Cl[C:39]([O:41][CH:42]([CH3:44])[CH3:43])=[O:40], predict the reaction product. The product is: [C:18]([C:8]1[C@@H:9]([C:10]2[CH:15]=[CH:14][C:13]([C:16]#[N:17])=[CH:12][CH:11]=2)[N:4]2[N:3]=[C:2]([NH:1][C:39](=[O:40])[O:41][CH:42]([CH3:44])[CH3:43])[N:31]=[C:5]2[N:6]([C:21]2[CH:26]=[CH:25][CH:24]=[C:23]([C:27]([F:28])([F:30])[F:29])[CH:22]=2)[C:7]=1[CH3:20])#[N:19]. (10) Given the reactants [OH:1][CH2:2][CH2:3][CH2:4][C:5]1[O:6][C:7]2[CH:13]=[CH:12][C:11]([C:14]3[CH:15]=[C:16]([CH:19]=[CH:20][CH:21]=3)[C:17]#[N:18])=[CH:10][C:8]=2[CH:9]=1.[CH3:22][S:23](Cl)(=[O:25])=[O:24], predict the reaction product. The product is: [CH3:22][S:23]([O:1][CH2:2][CH2:3][CH2:4][C:5]1[O:6][C:7]2[CH:13]=[CH:12][C:11]([C:14]3[CH:21]=[CH:20][CH:19]=[C:16]([C:17]#[N:18])[CH:15]=3)=[CH:10][C:8]=2[CH:9]=1)(=[O:25])=[O:24].